From a dataset of hERG Central: cardiac toxicity at 1µM, 10µM, and general inhibition. Predict hERG channel inhibition at various concentrations. (1) The molecule is O=C(c1cc(COc2cccc(C(F)(F)F)c2)on1)N1CCC(c2ccncc2)CC1. Results: hERG_inhib (hERG inhibition (general)): blocker. (2) The drug is CCCc1cc(N2CCCC(C(=O)Nc3ccc(OC)cc3OC)C2)n2ncnc2n1. Results: hERG_inhib (hERG inhibition (general)): blocker. (3) The drug is COc1ccccc1CN1CC(C(=O)N2CCCCO2)CCC1=O. Results: hERG_inhib (hERG inhibition (general)): blocker. (4) The molecule is O=C(COc1cccc2c1CCN(Cc1ccc(Br)cc1)C2=O)NCc1ccco1. Results: hERG_inhib (hERG inhibition (general)): blocker.